Dataset: Reaction yield outcomes from USPTO patents with 853,638 reactions. Task: Predict the reaction yield, written as a fraction of the theoretical maximum amount of product (1.0 means a 100% yield; for example, 0.34 means a 34% yield). (1) The reactants are [Br-].[C:2]([CH2:4][P+](C1C=CC=CC=1)(C1C=CC=CC=1)C1C=CC=CC=1)#[N:3].[OH-].[Na+].[F:26][C:27]1[CH:41]=[CH:40][C:30]([O:31][C:32]2[CH:39]=[CH:38][C:35]([CH:36]=O)=[CH:34][CH:33]=2)=[CH:29][CH:28]=1. The catalyst is O.C(Cl)Cl. The product is [F:26][C:27]1[CH:41]=[CH:40][C:30]([O:31][C:32]2[CH:39]=[CH:38][C:35]([CH:36]=[CH:4][C:2]#[N:3])=[CH:34][CH:33]=2)=[CH:29][CH:28]=1. The yield is 0.910. (2) The reactants are [Br:1][C:2]1[CH:3]=[C:4]2[C:8](=[CH:9][CH:10]=1)[N:7]([CH:11]([CH2:15][CH:16]([CH3:18])[CH3:17])[C:12]([OH:14])=O)[C:6](=[O:19])[CH2:5]2.[CH3:20][N:21]1[CH:25]=[CH:24][C:23]([NH2:26])=[N:22]1.C(N(CC)C(C)C)(C)C.F[P-](F)(F)(F)(F)F.N1(O[P+](N(C)C)(N(C)C)N(C)C)C2C=CC=CC=2N=N1. The catalyst is CN(C)C=O.C(OCC)(=O)C. The product is [CH3:20][N:21]1[CH:25]=[CH:24][C:23]([NH:26][C:12](=[O:14])[CH:11]([N:7]2[C:8]3[C:4](=[CH:3][C:2]([Br:1])=[CH:10][CH:9]=3)[CH2:5][C:6]2=[O:19])[CH2:15][CH:16]([CH3:18])[CH3:17])=[N:22]1. The yield is 0.360.